From a dataset of hERG potassium channel inhibition data for cardiac toxicity prediction from Karim et al.. Regression/Classification. Given a drug SMILES string, predict its toxicity properties. Task type varies by dataset: regression for continuous values (e.g., LD50, hERG inhibition percentage) or binary classification for toxic/non-toxic outcomes (e.g., AMES mutagenicity, cardiotoxicity, hepatotoxicity). Dataset: herg_karim. (1) The drug is COc1ccccc1OC[C@H](O)C[NH+]1CC[NH+](CC(=O)Nc2c(C)cccc2C)CC1. The result is 0 (non-blocker). (2) The drug is O=S(=O)(c1cccc(-c2ccc3ncc(-c4ccc(-c5nnn[nH]5)cc4)n3n2)c1)C1CC1. The result is 0 (non-blocker). (3) The drug is OC(c1cccnc1-c1cccc(Cl)c1)C(c1cccnc1)c1cccnc1. The result is 0 (non-blocker).